Dataset: CYP2D6 inhibition data for predicting drug metabolism from PubChem BioAssay. Task: Regression/Classification. Given a drug SMILES string, predict its absorption, distribution, metabolism, or excretion properties. Task type varies by dataset: regression for continuous measurements (e.g., permeability, clearance, half-life) or binary classification for categorical outcomes (e.g., BBB penetration, CYP inhibition). Dataset: cyp2d6_veith. (1) The molecule is Cn1c(=O)n2n(c1=O)[C@H]1[C@H](O)[C@H]3O[C@@H]3/C(=N/OC[C@@H](O)COCc3ccco3)[C@@H]1CC2. The result is 0 (non-inhibitor). (2) The molecule is Clc1ccc(-c2nnc(-c3ccco3)o2)cc1. The result is 0 (non-inhibitor). (3) The molecule is CCOc1ccc2ccccc2c1C(=O)N[C@@H]1C(=O)N2[C@@H](C(=O)[O-])C(C)(C)S[C@H]12.O.[Na+]. The result is 0 (non-inhibitor). (4) The molecule is CC(C)NC(=O)CC(=O)N/N=C/c1ccc(F)cc1. The result is 0 (non-inhibitor).